Dataset: Full USPTO retrosynthesis dataset with 1.9M reactions from patents (1976-2016). Task: Predict the reactants needed to synthesize the given product. (1) The reactants are: Cl[C:2]1[N:10]=[C:9](Cl)[CH:8]=[CH:7][C:3]=1[C:4]([NH2:6])=[O:5].[CH:12]1([NH2:18])[CH2:17][CH2:16][CH2:15][CH2:14][CH2:13]1.[NH:19]1[CH2:24][CH2:23]C[C@@H:21]([NH:25][C:26](=[O:32])OC(C)(C)C)[CH2:20]1.[C:33](O)(=O)[CH:34]=C. Given the product [C:26]([NH:25][C@H:21]1[CH2:23][CH2:24][N:19]([C:9]2[CH:8]=[CH:7][C:3]([C:4]([NH2:6])=[O:5])=[C:2]([NH:18][CH:12]3[CH2:17][CH2:16][CH2:15][CH2:14][CH2:13]3)[N:10]=2)[CH2:20]1)(=[O:32])[CH:33]=[CH2:34], predict the reactants needed to synthesize it. (2) Given the product [NH2:22][C:13]1[C:12]2[N:11]=[C:10]([CH2:23][CH2:24][CH3:25])[N:9]([OH:8])[C:21]=2[C:20]2[CH:19]=[CH:18][CH:17]=[CH:16][C:15]=2[N:14]=1, predict the reactants needed to synthesize it. The reactants are: C([O:8][N:9]1[C:21]2[C:20]3[CH:19]=[CH:18][CH:17]=[CH:16][C:15]=3[N:14]=[C:13]([NH2:22])[C:12]=2[N:11]=[C:10]1[CH2:23][CH2:24][CH3:25])C1C=CC=CC=1.[H][H]. (3) Given the product [OH:12][C:9]1[CH:10]=[C:11]2[C:6]([CH:5]=[CH:4][CH:3]=[C:2]2[NH:1][C:19](=[O:18])[C:20]2[CH:25]=[CH:24][C:23](/[CH:26]=[CH:27]/[C:28]([F:31])([F:30])[F:29])=[CH:22][C:21]=2[CH3:32])=[CH:7][CH:8]=1, predict the reactants needed to synthesize it. The reactants are: [NH:1]=[C:2]1[C:11]2[CH:10]=[C:9]([OH:12])[CH:8]=[CH:7][C:6]=2[CH:5]=[CH:4][CH2:3]1.C[Al](C)C.C[O:18][C:19](=O)[C:20]1[CH:25]=[CH:24][C:23](/[CH:26]=[CH:27]/[C:28]([F:31])([F:30])[F:29])=[CH:22][C:21]=1[CH3:32].C([O-])(O)=O.[Na+]. (4) The reactants are: Cl.[NH2:2][C@H:3]([C:9]([O:11][CH3:12])=[O:10])[CH2:4][C:5]([O:7][CH3:8])=[O:6].C(N(CC)CC)C.[CH3:20][C:21]([O:24][C:25](O[C:25]([O:24][C:21]([CH3:23])([CH3:22])[CH3:20])=[O:26])=[O:26])([CH3:23])[CH3:22]. Given the product [C:21]([O:24][C:25]([NH:2][C@H:3]([C:9]([O:11][CH3:12])=[O:10])[CH2:4][C:5]([O:7][CH3:8])=[O:6])=[O:26])([CH3:23])([CH3:22])[CH3:20], predict the reactants needed to synthesize it. (5) Given the product [CH2:1]([O:8][C:9]([NH:11][S:12]([C:15]1[CH:16]=[CH:17][C:18]([C:19]([OH:21])=[O:20])=[CH:23][CH:24]=1)(=[O:13])=[O:14])=[O:10])[C:2]1[CH:3]=[CH:4][CH:5]=[CH:6][CH:7]=1, predict the reactants needed to synthesize it. The reactants are: [CH2:1]([O:8][C:9]([NH:11][S:12]([C:15]1[CH:24]=[CH:23][C:18]([C:19]([O:21]C)=[O:20])=[CH:17][CH:16]=1)(=[O:14])=[O:13])=[O:10])[C:2]1[CH:7]=[CH:6][CH:5]=[CH:4][CH:3]=1.[OH-]. (6) Given the product [CH3:24][O:23][C:20]1[CH:21]=[CH:22][C:17]([NH:16][S:13]([C:7]2[C:8](=[O:12])[NH:9][C:10]3[C:5]([CH:6]=2)=[CH:4][CH:3]=[CH:2][CH:11]=3)(=[O:15])=[O:14])=[CH:18][CH:19]=1, predict the reactants needed to synthesize it. The reactants are: Cl[C:2]1[CH:11]=[C:10]2[C:5]([CH:6]=[C:7]([S:13]([NH:16][C:17]3[CH:22]=[CH:21][C:20]([O:23][CH3:24])=[CH:19][CH:18]=3)(=[O:15])=[O:14])[C:8](=[O:12])[NH:9]2)=[CH:4][CH:3]=1.BrC1C=C(Br)C=C2C=1C=C(S(NC1C=CC(OC)=CC=1)(=O)=O)C(=O)N2.OC1C=C(C2C3C(=CC=CC=3)NC(=O)C=2S(N)(=O)=O)C=CC=1OC.NC1C=C(NS(C2C(=O)NC3C(C=2)=CC=CC=3)(=O)=O)C=CC=1F.ClC1C=C2C(C=C(S(NC3C=CC(F)=C(N)C=3)(=O)=O)C(=O)N2)=CC=1.BrC1C=C(Br)C=C2C=1C=C(C(NC1C=CC(F)=C(N)C=1)=O)C(=O)N2.BrC1C=CC(NS(C2C(=O)NC3C(C=2)=CC=CC=3)(=O)=O)=CC=1.BrC1C=C(Br)C=C2C=1C=C(S(NC1C=CC(Br)=CC=1)(=O)=O)C(=O)N2.